This data is from M1 muscarinic receptor agonist screen with 61,833 compounds. The task is: Binary Classification. Given a drug SMILES string, predict its activity (active/inactive) in a high-throughput screening assay against a specified biological target. (1) The molecule is S(=O)(=O)(Cc1oc(cc1)C(=O)NCc1cc2OCOc2cc1)c1cc(ccc1)C(F)(F)F. The result is 0 (inactive). (2) The drug is s1c2c(nc1Oc1ccccc1)CCCNC2=O. The result is 0 (inactive). (3) The compound is Clc1cc(c(OCC(=O)NCCOc2nc(N(C)C)nc(N(OC)C)n2)cc1)C. The result is 0 (inactive). (4) The molecule is S(CCC(NC(=O)c1nn(c(=O)cc1)C)c1[nH]c2c(n1)cccc2)C. The result is 0 (inactive). (5) The molecule is s1c(C(N2CCN(CC2)C)C(NC(=O)c2ccc(N(C)C)cc2)C)ccc1. The result is 0 (inactive). (6) The drug is Brc1cc(C(=O)NCCN2CCN(CC2)c2ccccc2)ccc1. The result is 0 (inactive). (7) The molecule is o1c(nc2c1cccc2)c1ccc(cc1)C(OC)=O. The result is 0 (inactive). (8) The drug is O=C(N1CCN(CC1)Cc1ccccc1)c1c(occ1)C. The result is 0 (inactive). (9) The molecule is Fc1c(N2CCN(CC2)C(c2c(OC)cccc2)c2n(nnn2)CCOC)cccc1. The result is 0 (inactive).